The task is: Predict the reaction yield, written as a fraction of the theoretical maximum amount of product (1.0 means a 100% yield; for example, 0.34 means a 34% yield).. This data is from Reaction yield outcomes from USPTO patents with 853,638 reactions. (1) The product is [Br:1][CH:2]([C:5]1[N:6]=[C:7]2[CH:15]=[CH:14][CH:13]=[C:12]([CH3:16])[N:8]2[C:9](=[O:11])[C:10]=1[I:17])[CH2:3][CH3:4]. The yield is 0.904. The reactants are [Br:1][CH:2]([C:5]1[N:6]=[C:7]2[CH:15]=[CH:14][CH:13]=[C:12]([CH3:16])[N:8]2[C:9](=[O:11])[CH:10]=1)[CH2:3][CH3:4].[I:17]N1C(=O)CCC1=O. The catalyst is C(#N)C. (2) The reactants are [CH2:1]([N:3]1[C:9]2[CH:10]=[C:11]([N+:16]([O-])=O)[C:12]([O:14][CH3:15])=[CH:13][C:8]=2[CH2:7][N:6]([CH2:19][CH3:20])[CH2:5][C:4]1=[O:21])[CH3:2].C(O)C.C(OCC)(=O)C. The catalyst is [Pd]. The product is [NH2:16][C:11]1[C:12]([O:14][CH3:15])=[CH:13][C:8]2[CH2:7][N:6]([CH2:19][CH3:20])[CH2:5][C:4](=[O:21])[N:3]([CH2:1][CH3:2])[C:9]=2[CH:10]=1. The yield is 0.740. (3) The reactants are [CH:1]([C:4]1[C:5]([O:28][CH2:29][O:30][CH3:31])=[CH:6][C:7]([O:24][CH2:25][O:26][CH3:27])=[C:8]([C:10]2[N:11]([C:16]3[CH:21]=[CH:20][C:19]([O:22][CH3:23])=[CH:18][CH:17]=3)[C:12](=[S:15])[NH:13][N:14]=2)[CH:9]=1)([CH3:3])[CH3:2].C(=O)([O-])[O-].[K+].[K+].Cl.[CH3:39][N:40]([CH3:45])[CH2:41][CH2:42][CH2:43]Cl.[Cl-].[Na+]. The catalyst is CN(C)C=O. The product is [CH:1]([C:4]1[C:5]([O:28][CH2:29][O:30][CH3:31])=[CH:6][C:7]([O:24][CH2:25][O:26][CH3:27])=[C:8]([C:10]2[N:11]([C:16]3[CH:17]=[CH:18][C:19]([O:22][CH3:23])=[CH:20][CH:21]=3)[C:12]([S:15][CH2:43][CH2:42][CH2:41][N:40]([CH3:45])[CH3:39])=[N:13][N:14]=2)[CH:9]=1)([CH3:3])[CH3:2]. The yield is 0.610. (4) The reactants are O1CCCC1.[OH:6][CH:7]1[CH2:10][N:9]([C:11]([O:13][C:14]([CH3:17])([CH3:16])[CH3:15])=[O:12])[CH2:8]1.[H-].[Na+].[F:20][C:21]1[CH:28]=[CH:27][C:24]([CH2:25]Br)=[CH:23][CH:22]=1. The catalyst is C(OCC)(=O)C.O. The product is [F:20][C:21]1[CH:28]=[CH:27][C:24]([CH2:25][O:6][CH:7]2[CH2:8][N:9]([C:11]([O:13][C:14]([CH3:17])([CH3:16])[CH3:15])=[O:12])[CH2:10]2)=[CH:23][CH:22]=1. The yield is 0.490. (5) The reactants are [F:1][C:2]1([F:44])[CH2:7][CH2:6][C@H:5]([O:8][C:9]2[CH:14]=[C:13]([F:15])[C:12]([S:16]([N:19](CC3C=CC(OC)=CC=3OC)[C:20]3[CH:25]=[CH:24][N:23]=[CH:22][N:21]=3)(=[O:18])=[O:17])=[C:11]([F:37])[CH:10]=2)[C@@H:4]([C:38]2[N:42]([CH3:43])[N:41]=[CH:40][CH:39]=2)[CH2:3]1.C([SiH](CC)CC)C.FC(F)(F)C(O)=O. The catalyst is ClCCl. The product is [F:44][C:2]1([F:1])[CH2:7][CH2:6][C@H:5]([O:8][C:9]2[CH:14]=[C:13]([F:15])[C:12]([S:16]([NH:19][C:20]3[CH:25]=[CH:24][N:23]=[CH:22][N:21]=3)(=[O:17])=[O:18])=[C:11]([F:37])[CH:10]=2)[C@@H:4]([C:38]2[N:42]([CH3:43])[N:41]=[CH:40][CH:39]=2)[CH2:3]1. The yield is 0.880.